Dataset: Reaction yield outcomes from USPTO patents with 853,638 reactions. Task: Predict the reaction yield, written as a fraction of the theoretical maximum amount of product (1.0 means a 100% yield; for example, 0.34 means a 34% yield). (1) The reactants are [O:1]1[CH:5]=[CH:4][CH:3]=[C:2]1[C:6]1[N:7]=[C:8]([NH:17][C:18]([C:20]2[CH:25]=[CH:24][N:23]=[CH:22][CH:21]=2)=[O:19])[S:9][C:10]=1[C:11](=[O:16])N(OC)C.[CH2:26]([Mg]Br)[CH2:27][CH3:28].[Cl-].[NH4+]. The catalyst is C1COCC1. The product is [C:11]([C:10]1[S:9][C:8]([NH:17][C:18]([C:20]2[CH:21]=[CH:22][N:23]=[CH:24][CH:25]=2)=[O:19])=[N:7][C:6]=1[C:2]1[O:1][CH:5]=[CH:4][CH:3]=1)(=[O:16])[CH2:26][CH2:27][CH3:28]. The yield is 0.400. (2) The reactants are [I:1]I.I(O)(=O)=O.[CH3:7][N:8]1[C:12]([CH2:13][C:14]([O:16][CH:17]([CH3:19])[CH3:18])=[O:15])=[CH:11][C:10]([CH3:20])=[N:9]1.S([O-])([O-])(=O)=S.[Na+].[Na+]. The catalyst is C(O)(=O)C.ClCCCl.O. The product is [I:1][C:11]1[C:10]([CH3:20])=[N:9][N:8]([CH3:7])[C:12]=1[CH2:13][C:14]([O:16][CH:17]([CH3:18])[CH3:19])=[O:15]. The yield is 0.600. (3) The reactants are [CH3:1][O:2][C:3]1[N:8]=[CH:7][N:6]=[C:5]([CH2:9][N:10]2[C:18]3[C:13](=[N:14][CH:15]=[CH:16][CH:17]=3)[C:12]([N+:19]([O-])=O)=[CH:11]2)[C:4]=1[CH3:22]. The yield is 0.740. The catalyst is C(O)C.[Pd]. The product is [CH3:1][O:2][C:3]1[N:8]=[CH:7][N:6]=[C:5]([CH2:9][N:10]2[C:18]3[C:13](=[N:14][CH:15]=[CH:16][CH:17]=3)[C:12]([NH2:19])=[CH:11]2)[C:4]=1[CH3:22]. (4) The reactants are [CH3:1][C:2]1[CH:7]=[C:6]([N+:8]([O-])=O)[CH:5]=[CH:4][C:3]=1[N:11]1[CH2:16][CH2:15][CH2:14][CH2:13][CH2:12]1.[H][H]. The catalyst is C(OCC)(=O)C.[Pd]. The product is [CH3:1][C:2]1[CH:7]=[C:6]([CH:5]=[CH:4][C:3]=1[N:11]1[CH2:16][CH2:15][CH2:14][CH2:13][CH2:12]1)[NH2:8]. The yield is 0.940. (5) The reactants are [Br:1][C:2]1[C:3]([F:20])=[C:4]([C:9]([CH3:19])=[C:10]([NH:12][CH:13]2[CH2:18][CH2:17][O:16][CH2:15][CH2:14]2)[CH:11]=1)[C:5]([O:7][CH3:8])=[O:6].[CH:21](=O)[CH3:22].C(O)(=O)C.C(O[BH-](OC(=O)C)OC(=O)C)(=O)C.[Na+].C([O-])(O)=O.[Na+]. The catalyst is ClCCCl.O. The product is [Br:1][C:2]1[C:3]([F:20])=[C:4]([C:9]([CH3:19])=[C:10]([N:12]([CH2:21][CH3:22])[CH:13]2[CH2:14][CH2:15][O:16][CH2:17][CH2:18]2)[CH:11]=1)[C:5]([O:7][CH3:8])=[O:6]. The yield is 0.960. (6) The reactants are [Cl:1][C:2]1[CH:3]=[C:4]([CH:12]([CH2:16][CH:17]2[CH2:21][CH2:20][O:19][CH2:18]2)[C:13]([OH:15])=O)[CH:5]=[CH:6][C:7]=1[S:8]([CH3:11])(=[O:10])=[O:9].C(Cl)(=O)C(Cl)=O.[C:28]([Si:32]([CH3:43])([CH3:42])[O:33][CH2:34][CH2:35][N:36]1[CH:40]=[CH:39][C:38]([NH2:41])=[N:37]1)([CH3:31])([CH3:30])[CH3:29].N1C(C)=CC=CC=1C. The catalyst is C(Cl)Cl. The product is [C:28]([Si:32]([CH3:43])([CH3:42])[O:33][CH2:34][CH2:35][N:36]1[CH:40]=[CH:39][C:38]([NH:41][C:13](=[O:15])[CH:12]([C:4]2[CH:5]=[CH:6][C:7]([S:8]([CH3:11])(=[O:9])=[O:10])=[C:2]([Cl:1])[CH:3]=2)[CH2:16][CH:17]2[CH2:21][CH2:20][O:19][CH2:18]2)=[N:37]1)([CH3:31])([CH3:30])[CH3:29]. The yield is 0.860. (7) The reactants are [C:1]([C:3]1[CH:4]=[C:5]([S:9](Cl)(=[O:11])=[O:10])[CH:6]=[CH:7][CH:8]=1)#[N:2].C(N(CC)CC)C.[NH:20]1[CH2:25][CH2:24][CH2:23][CH2:22][CH2:21]1. The catalyst is ClCCl. The product is [N:20]1([S:9]([C:5]2[CH:4]=[C:3]([CH:8]=[CH:7][CH:6]=2)[C:1]#[N:2])(=[O:11])=[O:10])[CH2:25][CH2:24][CH2:23][CH2:22][CH2:21]1. The yield is 0.900.